From a dataset of Full USPTO retrosynthesis dataset with 1.9M reactions from patents (1976-2016). Predict the reactants needed to synthesize the given product. (1) Given the product [C:22]([C:20]1[CH:19]=[CH:18][C:3]([NH:4][C:5]2[C:6]([C:12]([NH:14][CH2:15][CH2:16][OH:17])=[O:13])=[CH:7][NH:8][C:9](=[O:11])[CH:10]=2)=[C:2]([F:1])[CH:21]=1)#[CH:23], predict the reactants needed to synthesize it. The reactants are: [F:1][C:2]1[CH:21]=[C:20]([C:22]#[C:23][Si](C)(C)C)[CH:19]=[CH:18][C:3]=1[NH:4][C:5]1[C:6]([C:12]([NH:14][CH2:15][CH2:16][OH:17])=[O:13])=[CH:7][NH:8][C:9](=[O:11])[CH:10]=1.C([O-])([O-])=O.[K+].[K+]. (2) The reactants are: [CH3:1]N(C=O)C.[Cl:6][C:7]1[CH:8]=[C:9]([C:13]2[C:18]3[N:19]([CH2:29][C@H:30]4[CH2:35][CH2:34][C@H:33]([CH3:36])[CH2:32][CH2:31]4)[C:20]([NH:22][C:23]4[CH:28]=[CH:27][CH:26]=[CH:25][CH:24]=4)=[N:21][C:17]=3[CH:16]=[C:15]([C:37]#[N:38])[N:14]=2)[CH:10]=[N:11][CH:12]=1.CI.C(=O)([O-])[O-].[K+].[K+]. Given the product [Cl:6][C:7]1[CH:8]=[C:9]([C:13]2[C:18]3[N:19]([CH2:29][C@H:30]4[CH2:35][CH2:34][C@H:33]([CH3:36])[CH2:32][CH2:31]4)[C:20]([N:22]([CH3:1])[C:23]4[CH:28]=[CH:27][CH:26]=[CH:25][CH:24]=4)=[N:21][C:17]=3[CH:16]=[C:15]([C:37]#[N:38])[N:14]=2)[CH:10]=[N:11][CH:12]=1, predict the reactants needed to synthesize it. (3) Given the product [Cl:1][C:2]1[N:7]=[CH:6][C:5](/[CH:8]=[CH:17]/[C:12]([O:14][CH2:15][CH3:16])=[O:13])=[C:4]([NH:10][CH3:11])[CH:3]=1, predict the reactants needed to synthesize it. The reactants are: [Cl:1][C:2]1[N:7]=[CH:6][C:5]([CH:8]=O)=[C:4]([NH:10][CH3:11])[CH:3]=1.[C:12]([CH:17]=P(C1C=CC=CC=1)(C1C=CC=CC=1)C1C=CC=CC=1)([O:14][CH2:15][CH3:16])=[O:13]. (4) Given the product [Cl:16][C:11]1[CH:10]=[C:9]([NH:8][C:6]2[CH:5]=[C:4]([C:17]3[CH:22]=[CH:21][CH:20]=[CH:19][CH:18]=3)[N:3]=[C:2]([N:1]3[C:26](=[O:27])[CH2:25][CH2:24][C:23]3=[O:29])[N:7]=2)[CH:14]=[CH:13][C:12]=1[OH:15], predict the reactants needed to synthesize it. The reactants are: [NH2:1][C:2]1[N:7]=[C:6]([NH:8][C:9]2[CH:14]=[CH:13][C:12]([OH:15])=[C:11]([Cl:16])[CH:10]=2)[CH:5]=[C:4]([C:17]2[CH:22]=[CH:21][CH:20]=[CH:19][CH:18]=2)[N:3]=1.[C:23](Cl)(=[O:29])[CH2:24][CH2:25][C:26](Cl)=[O:27]. (5) The reactants are: [C:1]([OH:12])(=[O:11])[C:2]1[CH:10]=[CH:9][CH:8]=[C:4]([C:5]([NH2:7])=[O:6])[CH:3]=1.Br[CH2:14][C:15]([C:17]1[CH:22]=[CH:21][C:20]([N:23]2[CH2:27][CH2:26][CH2:25][CH2:24]2)=[CH:19][CH:18]=1)=O. Given the product [N:23]1([C:20]2[CH:21]=[CH:22][C:17]([C:15]3[N:7]=[C:5]([C:4]4[CH:3]=[C:2]([CH:10]=[CH:9][CH:8]=4)[C:1]([OH:12])=[O:11])[O:6][CH:14]=3)=[CH:18][CH:19]=2)[CH2:24][CH2:25][CH2:26][CH2:27]1, predict the reactants needed to synthesize it. (6) Given the product [CH3:1][O:2][CH2:3][O:4][CH2:5][CH:6]1[CH:11]([OH:16])[CH2:10][CH:9]2[CH2:12][CH:7]1[C:8]2([CH3:14])[CH3:13], predict the reactants needed to synthesize it. The reactants are: [CH3:1][O:2][CH2:3][O:4][CH2:5][C:6]1[CH:7]2[CH2:12][CH:9]([CH2:10][CH:11]=1)[C:8]2([CH3:14])[CH3:13].B.[O:16]1CCCC1.N.Cl[O-].[Na+].Cl. (7) Given the product [Br:1][C:2]1[C:12]2[O:11][C:10]3[CH:13]=[CH:14][C:15]([NH2:17])=[CH:16][C:9]=3[CH2:8][CH2:7][C:6]=2[CH:5]=[CH:4][CH:3]=1, predict the reactants needed to synthesize it. The reactants are: [Br:1][C:2]1[C:12]2[O:11][C:10]3[CH:13]=[CH:14][C:15]([NH2:17])=[CH:16][C:9]=3[CH:8]=[CH:7][C:6]=2[CH:5]=[CH:4][CH:3]=1.